The task is: Regression. Given a peptide amino acid sequence and an MHC pseudo amino acid sequence, predict their binding affinity value. This is MHC class II binding data.. This data is from Peptide-MHC class II binding affinity with 134,281 pairs from IEDB. (1) The peptide sequence is VGSNMTQRVVIALLV. The MHC is H-2-IEd with pseudo-sequence H-2-IEd. The binding affinity (normalized) is 0.0404. (2) The peptide sequence is FKVAATAAATAPADD. The MHC is HLA-DQA10102-DQB10602 with pseudo-sequence HLA-DQA10102-DQB10602. The binding affinity (normalized) is 0.392.